From a dataset of Forward reaction prediction with 1.9M reactions from USPTO patents (1976-2016). Predict the product of the given reaction. (1) Given the reactants [C:1]1([C@H:7]2[C@H:12]([CH2:13][OH:14])[CH2:11][CH2:10][NH:9][CH2:8]2)[CH:6]=[CH:5][CH:4]=[CH:3][CH:2]=1.C(N(CC)CC)C.[F:22][C:23]([F:34])([F:33])[C:24](O[C:24](=[O:25])[C:23]([F:34])([F:33])[F:22])=[O:25].C(=O)([O-])O.[Na+], predict the reaction product. The product is: [C:1]1([C@H:7]2[C@H:12]([CH2:13][OH:14])[CH2:11][CH2:10][N:9]([C:24](=[O:25])[C:23]([F:34])([F:33])[F:22])[CH2:8]2)[CH:2]=[CH:3][CH:4]=[CH:5][CH:6]=1. (2) Given the reactants [CH2:1]([O:4][C:5](=[O:24])[NH:6][C:7]1[CH:12]=[CH:11][CH:10]=[C:9]([C:13](=O)[CH2:14][C:15]2[CH:20]=[CH:19][N:18]=[C:17]([Cl:21])[N:16]=2)[C:8]=1[F:23])[CH:2]=[CH2:3].C1C(=O)N(Br)C(=O)C1.[NH2:33][C:34]([C:36]1([CH3:49])[CH2:41][CH2:40][N:39]([C:42]([O:44][C:45]([CH3:48])([CH3:47])[CH3:46])=[O:43])[CH2:38][CH2:37]1)=[S:35], predict the reaction product. The product is: [Cl:21][C:17]1[N:16]=[C:15]([C:14]2[S:35][C:34]([C:36]3([CH3:49])[CH2:41][CH2:40][N:39]([C:42]([O:44][C:45]([CH3:48])([CH3:47])[CH3:46])=[O:43])[CH2:38][CH2:37]3)=[N:33][C:13]=2[C:9]2[CH:10]=[CH:11][CH:12]=[C:7]([NH:6][C:5]([O:4][CH2:1][CH:2]=[CH2:3])=[O:24])[C:8]=2[F:23])[CH:20]=[CH:19][N:18]=1. (3) Given the reactants [NH2:1][C:2]1[CH:11]=[C:10]([C:12]([O-:14])=O)[CH:9]=[CH:8][C:3]=1[C:4]([O:6][CH3:7])=[O:5].C1C=C2[N:21]=NN([O-])C2=CC=1.[NH4+].Cl.C(N=C=NCCCN(C)C)C, predict the reaction product. The product is: [NH2:1][C:2]1[CH:11]=[C:10]([C:12]([NH2:21])=[O:14])[CH:9]=[CH:8][C:3]=1[C:4]([O:6][CH3:7])=[O:5].